From a dataset of CYP1A2 inhibition data for predicting drug metabolism from PubChem BioAssay. Regression/Classification. Given a drug SMILES string, predict its absorption, distribution, metabolism, or excretion properties. Task type varies by dataset: regression for continuous measurements (e.g., permeability, clearance, half-life) or binary classification for categorical outcomes (e.g., BBB penetration, CYP inhibition). Dataset: cyp1a2_veith. The compound is N#Cc1cccc(-c2nc(NCCN3CCOCC3)c3ccccc3n2)c1. The result is 1 (inhibitor).